The task is: Regression. Given a target protein amino acid sequence and a drug SMILES string, predict the binding affinity score between them. We predict pIC50 (pIC50 = -log10(IC50 in M); higher means more potent). Dataset: bindingdb_ic50.. This data is from Drug-target binding data from BindingDB using IC50 measurements. The drug is CCCC(C)NC(=O)C(NC(C)=O)[C@H]1CC(C(=O)O)C[C@@H]1N=C(N)N. The target protein (P03472) has sequence MNPNQKILCTSATALVIGTIAVLIGITNLGLNIGLHLKPSCNCSHSQPEATNASQTIINNYYNDTNITQISNTNIQVEERAIRDFNNLTKGLCTINSWHIYGKDNAVRIGEDSDVLVTREPYVSCDPDECRFYALSQGTTIRGKHSNGTIHDRSQYRALISWPLSSPPTVYNSRVECIGWSSTSCHDGKTRMSICISGPNNNASAVIWYNRRPVTEINTWARNILRTQESECVCHNGVCPVVFTDGSATGPAETRIYYFKEGKILKWEPLAGTAKHIEECSCYGERAEITCTCRDNWQGSNRPVIRIDPVAMTHTSQYICSPVLTDNPRPNDPTVGKCNDPYPGNNNNGVKGFSYLDGVNTWLGRTISIASRSGYEMLKVPNALTDDKSKPTQGQTIVLNTDWSGYSGSFMDYWAEGECYRACFYVELIRGRPKEDKVWWTSNSIVSMCSSTEFLGQWDWPDGAKIEYFL. The pIC50 is 5.5.